This data is from Catalyst prediction with 721,799 reactions and 888 catalyst types from USPTO. The task is: Predict which catalyst facilitates the given reaction. (1) Product: [CH2:1]([C:3]1([C:16]([OH:21])=[O:17])[CH2:15][CH:6]2[CH2:7][N:8]([C:10](=[O:11])[N:12]([CH3:13])[CH3:14])[CH2:9][CH:5]2[CH2:4]1)[CH3:2]. Reactant: [CH2:1]([C:3]1([CH:16]=[O:17])[CH2:15][CH:6]2[CH2:7][N:8]([C:10]([N:12]([CH3:14])[CH3:13])=[O:11])[CH2:9][CH:5]2[CH2:4]1)[CH3:2].O.O.P([O-])(O)(O)=[O:21].[Na+].Cl([O-])=O.[Na+].CC(=CC)C. The catalyst class is: 30. (2) Reactant: C([O:3][C:4](=[O:22])[CH2:5][C:6]1[S:10][C:9]([C:11]2[CH:16]=[CH:15][C:14]([C:17]([F:20])([F:19])[F:18])=[CH:13][CH:12]=2)=[N:8][C:7]=1[CH3:21])C.[OH-].[Na+]. Product: [CH3:21][C:7]1[N:8]=[C:9]([C:11]2[CH:16]=[CH:15][C:14]([C:17]([F:20])([F:18])[F:19])=[CH:13][CH:12]=2)[S:10][C:6]=1[CH2:5][C:4]([OH:22])=[O:3]. The catalyst class is: 5. (3) Reactant: [CH:1]([N:3](C1C=CC(F)=CC=1)[CH2:4][C:5]([OH:7])=O)=[O:2].CO[C:17]1[C:25]([O:26][CH3:27])=[CH:24][CH:23]=[CH:22][C:18]=1[CH2:19][CH2:20][NH2:21].C(N1C[CH2:34][O:33]CC1)C.CN(C(ON1N=N[C:46]2[CH:47]=[CH:48][CH:49]=[CH:50][C:45]1=2)=[N+](C)C)C.[B-](F)(F)(F)[F:54]. Product: [CH3:27][O:26][C:25]1[CH:17]=[C:18]([CH2:19][CH2:20][NH:21][C:5](=[O:7])[CH:4]([C:45]2[CH:46]=[CH:47][C:48]([F:54])=[CH:49][CH:50]=2)[NH:3][CH:1]=[O:2])[CH:22]=[CH:23][C:24]=1[O:33][CH3:34]. The catalyst class is: 3.